This data is from Full USPTO retrosynthesis dataset with 1.9M reactions from patents (1976-2016). The task is: Predict the reactants needed to synthesize the given product. Given the product [CH3:31][N:7]([CH2:8][C:9]1[CH:10]=[CH:11][C:12]([C:15]2[O:16][CH:17]=[C:18]([C:20]([N:22]3[CH2:27][CH2:26][CH2:25][CH2:24][CH2:23]3)=[O:21])[N:19]=2)=[CH:13][CH:14]=1)[C:6]([O:5][C:1]([CH3:4])([CH3:2])[CH3:3])=[O:28], predict the reactants needed to synthesize it. The reactants are: [C:1]([O:5][C:6](=[O:28])[NH:7][CH2:8][C:9]1[CH:14]=[CH:13][C:12]([C:15]2[O:16][CH:17]=[C:18]([C:20]([N:22]3[CH2:27][CH2:26][CH2:25][CH2:24][CH2:23]3)=[O:21])[N:19]=2)=[CH:11][CH:10]=1)([CH3:4])([CH3:3])[CH3:2].[H-].[Na+].[CH3:31]I.